This data is from Experimentally validated miRNA-target interactions with 360,000+ pairs, plus equal number of negative samples. The task is: Binary Classification. Given a miRNA mature sequence and a target amino acid sequence, predict their likelihood of interaction. (1) Result: 0 (no interaction). The miRNA is hsa-miR-6785-3p with sequence ACAUCGCCCCACCUUCCCCAG. The protein sequence of the target gene is MAGLNVSLSFFFATFTLCEAARRASKALLPVGAYEVFAREAMRTLVELGPWAGDFGPDLLLTLLFLLFLAHGVTLDGASANPTVSLQEFLMAEESLPGTLLKLAAQGLGMQAACTLTRLCWAWELSDLHLLQSLMAQSCSSALRTSVPHGALVEAACAFCFHLTLLHLRHSPPAYSGPAVALLVTVTAYTAGPFTSAFFNPALAASVTFACSGHTLLEYVQVYWLGPLTGMVLAVLLHQGRLPHLFQRNLFYGQKNKYRAPRGKPAPASGDTQTPAKGSSVREPGRSGVEGPHSS. (2) The miRNA is hsa-miR-1224-5p with sequence GUGAGGACUCGGGAGGUGG. The protein sequence of the target gene is MKSAKGIENLAFVPSSPDILRRLSASPSQIEVSALSSDPQRENSQPQELQKPQEPQKSPEPSLPSAPPNVSEEKLRSLSLSEFEEGSYGWRNFHPQCLQRCNTPGGFLLHYCLLAVTQGIVVNGLVNISISTVEKRYEMKSSLTGLISSSYDISFCLLSLFVSFFGERGHKPRWLAFAAFMIGLGALVFSLPQFFSGEYKLGSLFEDTCVTTRNSTSCTSSTSSLSNYLYVFILGQLLLGAGGTPLYTLGTAFLDDSVPTHKSSLYIGTGYAMSILGPAIGYVLGGQLLTIYIDVAMGES.... Result: 1 (interaction). (3) The miRNA is hsa-miR-29b-1-5p with sequence GCUGGUUUCAUAUGGUGGUUUAGA. The protein sequence of the target gene is MGANASNYPHSCSPRVGGNSQAQQTFIGTSSYSQQGYGCESKLYSLDHGHEKPQDKKKRTSGLATLKKKFIKRRKSNRSADHAKQMRELLSGWDVRDVNALVEEYEGTSALKELSLQASLARPEARTLQKDMADLYEDKYCTDVDLIFQETCFPVHRAILAARCPFFKTLLSSSPEYGAEIIMDISTAGIDMPMFSALLHYLYTGEFGMEDSRFQNVDILVQLSEEFGTPNPLDVDMRGLFDYMCYYDVVLSFSSDSELVEAFGGNQNCLDEELKAHKAIISARSPFFRNLLQRRIRTGE.... Result: 0 (no interaction). (4) The miRNA is hsa-miR-1193 with sequence GGGAUGGUAGACCGGUGACGUGC. The protein sequence of the target gene is MLAAFISRVLRRVAQKSARRVLVASRNSSNDATFEIKKCDLYLLEEGPPVTTVLTRAEGLKYYRMMLTVRRMELKADQLYKQKFIRGFCHLCDGQEACCVGLEAGINPSDHVITSYRAHGVCYTRGLSVRSILAELTGRRGGCAKGKGGSMHMYTKNFYGGNGIVGAQGPLGAGIALACKYKGNDEICLTLYGDGAANQGQIAEAFNMAALWKLPCVFICENNLYGMGTSTERAAASPDYYKRGNFIPGLKVDGMDVLCVREATKFAANYCRSGKGPILMELQTYRYHGHSMSDPGVSYR.... Result: 0 (no interaction). (5) The miRNA is hsa-miR-3160-3p with sequence AGAGCUGAGACUAGAAAGCCCA. The protein sequence of the target gene is MTSQRSPLAPLLLLSLHGVAASLEVSESPGSIQVARGQPAVLPCTFTTSAALINLNVIWMVTPLSNANQPEQVILYQGGQMFDGAPRFHGRVGFTGTMPATNVSIFINNTQLSDTGTYQCLVNNLPDIGGRNIGVTGLTVLVPPSAPHCQIQGSQDIGSDVILLCSSEEGIPRPTYLWEKLDNTLKLPPTATQDQVQGTVTIRNISALSSGLYQCVASNAIGTSTCLLDLQVISPQPRNIGLIAGAIGTGAVIIIFCIALILGAFFYWRSKNKEEEEEEIPNEIREDDLPPKCSSAKAFH.... Result: 0 (no interaction). (6) The miRNA is hsa-miR-4751 with sequence AGAGGACCCGUAGCUGCUAGAAGG. The protein sequence of the target gene is MAVYVGMLRLGRLCAGSSGVLGARAALSRSWQEARLQGVRFLSSREVDRMVSTPIGGLSYVQGCTKKHLNSKTVGQCLETTAQRVPEREALVVLHEDVRLTFAQLKEEVDKAASGLLSIGLCKGDRLGMWGPNSYAWVLMQLATAQAGIILVSVNPAYQAMELEYVLKKVGCKALVFPKQFKTQQYYNVLKQICPEVENAQPGALKSQRLPDLTTVISVDAPLPGTLLLDEVVAAGSTRQHLDQLQYNQQFLSCHDPINIQFTSGTTGSPKGATLSHYNIVNNSNILGERLKLHEKTPEQ.... Result: 1 (interaction). (7) The miRNA is ath-miR859 with sequence UCUCUCUGUUGUGAAGUCAAA. The protein sequence of the target gene is MPRIDADLKLDFKDVLLRPKRSSLKSRAEVDLERTFTFRNSKQTYSGIPIIVANMDTVGTFEMAAVMSQHSMFTAIHKHYSLDDWKLFATNHPECLQNVAVSSGSGQNDLEKMTSILEAVPQVKFICLDVANGYSEHFVEFVKLVRAKFPEHTIMAGNVVTGEMVEELILSGADIIKVGVGPGSVCTTRTKTGVGYPQLSAVIECADSAHGLKGHIISDGGCTCPGDVAKAFGAGADFVMLGGMFSGHTECAGEVFERNGRKLKLFYGMSSDTAMNKHAGGVAEYRASEGKTVEVPYKGD.... Result: 0 (no interaction). (8) The miRNA is hsa-miR-6889-3p with sequence UCUGUGCCCCUACUUCCCAG. The protein sequence of the target gene is MPQTLSASDMVTPGSLSPPPTEPTDGEQAGQPLLDGAPSSASLETLIQHLVPTADYYPEKAYIFTFLLSSRLFIEPRELLARVCHLCIEQQQLDKPVLDKARVRKFGPKLLQLLAEWTETFPRDFQEESTIGHLKDVVGRIAPCDEAYRKRMHQLLQALHQKLAALRQGPEGLVGADKPISYRTKPPASIHRELLGVCSDPYTLAQQLTHVELERLRHIGPEEFVQAFVNKDPLASTKPCFSDKTSNLEAYVKWFNRLCYLVATEICMPAKKKQRAQVIEFFIDVARECFNIGNFNSLMA.... Result: 0 (no interaction). (9) The miRNA is hsa-miR-555 with sequence AGGGUAAGCUGAACCUCUGAU. The protein sequence of the target gene is MGSPVHRVSLGDTWSRQMHPDIESERYMQSFDVERLTNILDGGAQNTALRRKVESIIHSYPEFSCKDNYFMTQNERYKAAMRRAFHIRLIARRLGWLEDGRELGYAYRALSGDVALNIHRVFVRALRSLGSEEQIAKWDPLCKNIQIIATYAQTELGHGTYLQGLETEATYDAATQEFVIHSPTLTATKWWPGDLGRSATHALVQAQLICSGARRGMHAFIVPIRSLQDHTPLPGIIIGDIGPKMDFDQTDNGFLQLNHVRVPRENMLSRFAQVLPDGTYVKLGTAQSNYLPMVVVRVEL.... Result: 0 (no interaction). (10) The miRNA is hsa-miR-7844-5p with sequence AAAACUAGGACUGUGUGGUGUA. The protein sequence of the target gene is MTTTLVSATIFDLSEVLCKGNKMLNYSAPSAGGCLLDRKAVGTPAGGGFPRRHSVTLPSSKFHQNQLLSSLKGEPAPALSSRDSRFRDRSFSEGGERLLPTQKQPGGGQVNSSRYKTELCRPFEENGACKYGDKCQFAHGIHELRSLTRHPKYKTELCRTFHTIGFCPYGPRCHFIHNAEERRALAGARDLSADRPRLQHSFSFAGFPSAAATAAATGLLDSPTSITPPPILSADDLLGSPTLPDGTNNPFAFSSQELASLFAPSMGLPGGGSPTTFLFRPMSESPHMFDSPPSPQDSLS.... Result: 0 (no interaction).